Dataset: Catalyst prediction with 721,799 reactions and 888 catalyst types from USPTO. Task: Predict which catalyst facilitates the given reaction. (1) Reactant: [O:1]=[C:2]1[N:6]([CH2:7][C:8]([OH:10])=O)[C:5]2[CH:11]=[CH:12][CH:13]=[CH:14][C:4]=2[N:3]1[C:15]1[CH:20]=[CH:19][N:18]=[CH:17][N:16]=1.[NH2:21][C:22]1[CH:23]=[C:24]2[CH2:39][C:29]3([C:37]4[C:32](=[N:33][CH:34]=[CH:35][CH:36]=4)[NH:31][C:30]3=[O:38])[CH2:28][C:25]2=[N:26][CH:27]=1.C1CN(C(Cl)=[N+]2CCCC2)CC1.F[P-](F)(F)(F)(F)F.C(N(CC)C(C)C)(C)C. Product: [O:1]=[C:2]1[N:6]([CH2:7][C:8]([NH:21][C:22]2[CH:23]=[C:24]3[CH2:39][C:29]4([C:37]5[C:32](=[N:33][CH:34]=[CH:35][CH:36]=5)[NH:31][C:30]4=[O:38])[CH2:28][C:25]3=[N:26][CH:27]=2)=[O:10])[C:5]2[CH:11]=[CH:12][CH:13]=[CH:14][C:4]=2[N:3]1[C:15]1[CH:20]=[CH:19][N:18]=[CH:17][N:16]=1. The catalyst class is: 1. (2) Reactant: [NH2:1][C:2]1[C:6]2[CH:7]=[C:8]([Cl:11])[CH:9]=[CH:10][C:5]=2[O:4][C:3]=1[C:12]([OH:14])=O.C([N:18](C(C)C)CC)(C)C.CN(C(ON1N=NC2C=CC=NC1=2)=[N+](C)C)C.F[P-](F)(F)(F)(F)F. The catalyst class is: 44. Product: [NH2:1][C:2]1[C:6]2[CH:7]=[C:8]([Cl:11])[CH:9]=[CH:10][C:5]=2[O:4][C:3]=1[C:12]([NH2:18])=[O:14].